This data is from Forward reaction prediction with 1.9M reactions from USPTO patents (1976-2016). The task is: Predict the product of the given reaction. (1) Given the reactants C([O:3][C:4](=[O:23])[CH:5]=[CH:6][C:7]1[CH:12]=[CH:11][C:10]([CH2:13][N:14]2[CH:19]=[C:18](C)[C:17](=[O:21])[NH:16][C:15]2=[O:22])=[CH:9][CH:8]=1)C.[OH-].[Na+], predict the reaction product. The product is: [O:22]=[C:15]1[NH:16][C:17](=[O:21])[CH:18]=[CH:19][N:14]1[CH2:13][C:10]1[CH:11]=[CH:12][C:7]([CH:6]=[CH:5][C:4]([OH:23])=[O:3])=[CH:8][CH:9]=1. (2) Given the reactants [CH3:1][O:2][C:3]1[S:7][C:6]([C:8]([O:10]C)=[O:9])=[CH:5][C:4]=1[C:12]1[N:16]([CH3:17])[N:15]=[CH:14][CH:13]=1.[OH-].[Na+].Cl, predict the reaction product. The product is: [CH3:1][O:2][C:3]1[S:7][C:6]([C:8]([OH:10])=[O:9])=[CH:5][C:4]=1[C:12]1[N:16]([CH3:17])[N:15]=[CH:14][CH:13]=1. (3) Given the reactants C([O:4][CH2:5][C@H:6]([N:8]1[CH:17]=[CH:16][C:15]2[C:10](=[CH:11][CH:12]=[C:13]([CH3:33])[C:14]=2[C:18](=[O:32])[NH:19][CH2:20][C:21]2[CH:26]=[CH:25][C:24]([C:27]([F:30])([F:29])[F:28])=[C:23]([F:31])[CH:22]=2)[C:9]1=[O:34])[CH3:7])(=O)C.C(=O)([O-])[O-].[K+].[K+].CO, predict the reaction product. The product is: [F:31][C:23]1[CH:22]=[C:21]([CH:26]=[CH:25][C:24]=1[C:27]([F:30])([F:28])[F:29])[CH2:20][NH:19][C:18]([C:14]1[C:15]2[CH:16]=[CH:17][N:8]([C@H:6]([CH3:7])[CH2:5][OH:4])[C:9](=[O:34])[C:10]=2[CH:11]=[CH:12][C:13]=1[CH3:33])=[O:32]. (4) Given the reactants [CH3:1][O:2][CH2:3][C:4](=O)[CH2:5][C:6]([O:8][CH3:9])=[O:7].[N:11]([O-])=O.[Na+].[C:15]([CH2:23][C:24](=O)[CH3:25])(=[O:22])[C:16]1[CH:21]=[CH:20][CH:19]=[CH:18][CH:17]=1.C([O-])(=O)C.[Na+], predict the reaction product. The product is: [C:15]([C:23]1[C:4]([CH2:3][O:2][CH3:1])=[C:5]([C:6]([O:8][CH3:9])=[O:7])[NH:11][C:24]=1[CH3:25])(=[O:22])[C:16]1[CH:21]=[CH:20][CH:19]=[CH:18][CH:17]=1.